From a dataset of Catalyst prediction with 721,799 reactions and 888 catalyst types from USPTO. Predict which catalyst facilitates the given reaction. (1) Reactant: Cl.Cl[CH:3]([C:28]1[CH:33]=[CH:32][CH:31]=[CH:30][CH:29]=1)[C:4]1[CH:9]=[CH:8][CH:7]=[C:6]([CH3:10])[C:5]=1[C:11]1[CH:12]=[C:13]2[C:18](=[CH:19][CH:20]=1)[N:17]=[C:16]([NH2:21])[C:15]([N:22]1[CH2:27][CH2:26][O:25][CH2:24][CH2:23]1)=[CH:14]2.[NH:34]1[CH:38]=[CH:37][N:36]=[CH:35]1. Product: [N:34]1([CH:3]([C:28]2[CH:33]=[CH:32][CH:31]=[CH:30][CH:29]=2)[C:4]2[CH:9]=[CH:8][CH:7]=[C:6]([CH3:10])[C:5]=2[C:11]2[CH:12]=[C:13]3[C:18](=[CH:19][CH:20]=2)[N:17]=[C:16]([NH2:21])[C:15]([N:22]2[CH2:27][CH2:26][O:25][CH2:24][CH2:23]2)=[CH:14]3)[CH:38]=[CH:37][N:36]=[CH:35]1. The catalyst class is: 10. (2) Reactant: [CH3:1][C:2]1[N:3]=[C:4]([N:12]2[C:16](=[O:17])[N:15]([CH2:18][C:19]3[CH:24]=[CH:23][C:22]([C:25]([F:28])([F:27])[F:26])=[CH:21][CH:20]=3)[N:14]=[CH:13]2)[S:5][C:6]=1[C:7]([O:9]CC)=[O:8].O.O.[OH-].[Li+]. Product: [CH3:1][C:2]1[N:3]=[C:4]([N:12]2[C:16](=[O:17])[N:15]([CH2:18][C:19]3[CH:24]=[CH:23][C:22]([C:25]([F:28])([F:26])[F:27])=[CH:21][CH:20]=3)[N:14]=[CH:13]2)[S:5][C:6]=1[C:7]([OH:9])=[O:8]. The catalyst class is: 7. (3) The catalyst class is: 7. Reactant: [CH3:1][O:2][C:3]1([C:13]2[CH:18]=[CH:17][CH:16]=[CH:15][CH:14]=2)[CH2:12][CH2:11][C:6]2(OCC[O:7]2)[CH2:5][CH2:4]1.C(=O)([O-])O.[Na+].COC. Product: [CH3:1][O:2][C:3]1([C:13]2[CH:14]=[CH:15][CH:16]=[CH:17][CH:18]=2)[CH2:12][CH2:11][C:6](=[O:7])[CH2:5][CH2:4]1. (4) Reactant: [Cl:1][C:2]1[N:7]=[C:6]([C:8]2[NH:9][C:10]3[C:15]([CH:16]=2)=[C:14]([F:17])[CH:13]=[CH:12][CH:11]=3)[C:5]([NH2:18])=[CH:4][CH:3]=1.[CH:19](=O)[CH3:20].C([O-])(O)=O.[Na+].CC(=O)OCC. Product: [Cl:1][C:2]1[CH:3]=[CH:4][C:5]2[NH:18][CH:19]([CH3:20])[N:9]3[C:10]4[CH:11]=[CH:12][CH:13]=[C:14]([F:17])[C:15]=4[CH:16]=[C:8]3[C:6]=2[N:7]=1. The catalyst class is: 52. (5) Reactant: [N+:1]([C:4]1[CH:9]=[CH:8][CH:7]=[C:6]([N+:10]([O-])=O)[C:5]=1[C:13]1[C:18]([N+:19]([O-])=O)=[CH:17][CH:16]=[CH:15][C:14]=1[N+:22]([O-])=O)([O-])=O.[H][H]. Product: [NH2:1][C:4]1[CH:9]=[CH:8][CH:7]=[C:6]([NH2:10])[C:5]=1[C:13]1[C:18]([NH2:19])=[CH:17][CH:16]=[CH:15][C:14]=1[NH2:22]. The catalyst class is: 45. (6) Reactant: Cl[CH2:2][CH2:3][N:4]([CH2:18][CH2:19]Cl)[C:5]1[CH:10]=[CH:9][C:8]([CH2:11][CH2:12][CH2:13][C:14]([O:16][CH3:17])=[O:15])=[CH:7][CH:6]=1.[C:21]([O-:24])([O-])=O.[K+].[K+].[C:27]1([CH:34]=[CH:33][C:31]([OH:32])=[CH:30][CH:29]=1)[OH:28]. Product: [OH:28][C:27]1[CH:34]=[CH:33][C:31]([O:32][CH2:2][CH2:3][N:4]([CH2:18][CH2:19][O:28][C:27]2[CH:34]=[CH:33][C:21]([OH:24])=[CH:30][CH:29]=2)[C:5]2[CH:10]=[CH:9][C:8]([CH2:11][CH2:12][CH2:13][C:14]([O:16][CH3:17])=[O:15])=[CH:7][CH:6]=2)=[CH:30][CH:29]=1. The catalyst class is: 3. (7) Reactant: C([O:8][C:9](=[O:33])[C:10]1[CH:15]=[C:14]([Br:16])[C:13]([O:17][CH2:18][C:19]2[CH:24]=[CH:23][CH:22]=[CH:21][CH:20]=2)=[CH:12][C:11]=1[O:25][CH2:26][C:27]1[CH:32]=[CH:31][CH:30]=[CH:29][CH:28]=1)C1C=CC=CC=1.[OH-].[Na+].Cl. The catalyst class is: 5. Product: [CH2:26]([O:25][C:11]1[CH:12]=[C:13]([O:17][CH2:18][C:19]2[CH:24]=[CH:23][CH:22]=[CH:21][CH:20]=2)[C:14]([Br:16])=[CH:15][C:10]=1[C:9]([OH:33])=[O:8])[C:27]1[CH:28]=[CH:29][CH:30]=[CH:31][CH:32]=1. (8) Reactant: [F:1][C:2]1[CH:16]=[CH:15][C:5]([C:6]([C:8]2[C:13]([OH:14])=[CH:12][CH:11]=[CH:10][N:9]=2)=[O:7])=[CH:4][CH:3]=1.Br[CH2:18][C:19]([O:21][CH2:22][CH3:23])=[O:20].C(=O)([O-])[O-].[K+].[K+]. Product: [F:1][C:2]1[CH:16]=[CH:15][C:5]([C:6]([C:8]2[C:13]([O:14][CH2:18][C:19]([O:21][CH2:22][CH3:23])=[O:20])=[CH:12][CH:11]=[CH:10][N:9]=2)=[O:7])=[CH:4][CH:3]=1. The catalyst class is: 21. (9) Reactant: [OH-].[K+].I[CH2:4][CH3:5].[C:6]1([C:12]2[NH:13][CH:14]=[C:15]([C:17]3[CH:22]=[CH:21][CH:20]=[CH:19][CH:18]=3)[N:16]=2)[CH:11]=[CH:10][CH:9]=[CH:8][CH:7]=1. Product: [CH2:4]([N:13]1[CH:14]=[C:15]([C:17]2[CH:18]=[CH:19][CH:20]=[CH:21][CH:22]=2)[N:16]=[C:12]1[C:6]1[CH:11]=[CH:10][CH:9]=[CH:8][CH:7]=1)[CH3:5]. The catalyst class is: 3.